This data is from Reaction yield outcomes from USPTO patents with 853,638 reactions. The task is: Predict the reaction yield, written as a fraction of the theoretical maximum amount of product (1.0 means a 100% yield; for example, 0.34 means a 34% yield). The reactants are [Cl:1][C:2]1[CH:3]=[C:4]([CH:7]=[CH:8][C:9]=1[OH:10])[CH:5]=[O:6].N1C=CC=CC=1.[C:17](OC(=O)C)(=[O:19])[CH3:18]. The catalyst is ClCCl. The product is [C:17]([O:10][C:9]1[CH:8]=[CH:7][C:4]([CH:5]=[O:6])=[CH:3][C:2]=1[Cl:1])(=[O:19])[CH3:18]. The yield is 0.920.